Dataset: Peptide-MHC class I binding affinity with 185,985 pairs from IEDB/IMGT. Task: Regression. Given a peptide amino acid sequence and an MHC pseudo amino acid sequence, predict their binding affinity value. This is MHC class I binding data. (1) The peptide sequence is SPNLAWPLIV. The MHC is HLA-B51:01 with pseudo-sequence HLA-B51:01. The binding affinity (normalized) is 0.267. (2) The peptide sequence is ATISSEATTPV. The MHC is Patr-A0901 with pseudo-sequence Patr-A0901. The binding affinity (normalized) is 0.620. (3) The peptide sequence is KVLSIMAFI. The MHC is HLA-A30:01 with pseudo-sequence HLA-A30:01. The binding affinity (normalized) is 0.616.